This data is from Full USPTO retrosynthesis dataset with 1.9M reactions from patents (1976-2016). The task is: Predict the reactants needed to synthesize the given product. (1) The reactants are: [CH2:1]([O:8][C:9]1[C:10]([C:32]([OH:34])=O)=[N:11][C:12]([CH2:16][C:17]2([C:22]3[CH:27]=[CH:26][C:25]([C:28]([F:31])([F:30])[F:29])=[CH:24][CH:23]=3)[CH2:21][CH2:20][CH2:19][CH2:18]2)=[N:13][C:14]=1[OH:15])[C:2]1[CH:7]=[CH:6][CH:5]=[CH:4][CH:3]=1.[Si:35]([O:42][CH2:43][CH2:44][NH:45][CH:46]([CH3:48])[CH3:47])([C:38]([CH3:41])([CH3:40])[CH3:39])([CH3:37])[CH3:36].[Si](OCCN(C(C)C)C(C1C(OCC2C=CC=CC=2)=C(O)N=C(CC2(C3C=C(Cl)C=CC=3Cl)CCCC2)N=1)=O)(C(C)(C)C)(C)C. Given the product [Si:35]([O:42][CH2:43][CH2:44][N:45]([CH:46]([CH3:48])[CH3:47])[C:32]([C:10]1[C:9]([O:8][CH2:1][C:2]2[CH:3]=[CH:4][CH:5]=[CH:6][CH:7]=2)=[C:14]([OH:15])[N:13]=[C:12]([CH2:16][C:17]2([C:22]3[CH:23]=[CH:24][C:25]([C:28]([F:30])([F:29])[F:31])=[CH:26][CH:27]=3)[CH2:18][CH2:19][CH2:20][CH2:21]2)[N:11]=1)=[O:34])([C:38]([CH3:41])([CH3:40])[CH3:39])([CH3:37])[CH3:36], predict the reactants needed to synthesize it. (2) Given the product [CH2:1]([O:3][C:4](=[O:30])[C:5]([O:23][C:24]1[CH:25]=[CH:26][CH:27]=[CH:28][CH:29]=1)([CH3:22])[CH2:6][C:8]1[CH:13]=[CH:12][C:11]([O:14][CH2:15][C:16]2[CH:17]=[CH:18][CH:19]=[CH:20][CH:21]=2)=[CH:10][CH:9]=1)[CH3:2], predict the reactants needed to synthesize it. The reactants are: [CH2:1]([O:3][C:4](=[O:30])[C:5]([O:23][C:24]1[CH:29]=[CH:28][CH:27]=[CH:26][CH:25]=1)([CH3:22])[CH:6]([C:8]1[CH:13]=[CH:12][C:11]([O:14][CH2:15][C:16]2[CH:21]=[CH:20][CH:19]=[CH:18][CH:17]=2)=[CH:10][CH:9]=1)O)[CH3:2].B(F)(F)F.CCOCC.C([SiH](CC)CC)C.C([O-])([O-])=O.[Na+].[Na+]. (3) Given the product [CH3:12][Si:13]([C:16]1([Ru:2][C:3]2([Si:13]([CH3:15])([CH3:14])[CH3:12])[CH:10]=[CH:9][CH:8]=[CH:7]2)[CH:20]=[CH:19][CH:18]=[CH:17]1)([CH3:15])[CH3:14], predict the reactants needed to synthesize it. The reactants are: Cl[Ru:2](Cl)[C:3]1[CH2:10][CH2:9][CH2:8][CH2:7]C=CC=1.[CH3:12][Si:13]([C:16]1([Na])[CH:20]=[CH:19][CH:18]=[CH:17]1)([CH3:15])[CH3:14]. (4) Given the product [Br:1][C:2]1[CH:3]=[C:4]([C:8]([CH3:12])([CH3:11])[CH2:9][NH:10][C:23](=[O:24])[C:22]2[CH:26]=[CH:27][CH:28]=[C:20]([C:17]3[N:16]=[C:15]([C:14]([F:30])([F:29])[F:13])[O:19][N:18]=3)[CH:21]=2)[CH:5]=[CH:6][CH:7]=1, predict the reactants needed to synthesize it. The reactants are: [Br:1][C:2]1[CH:3]=[C:4]([C:8]([CH3:12])([CH3:11])[CH2:9][NH2:10])[CH:5]=[CH:6][CH:7]=1.[F:13][C:14]([F:30])([F:29])[C:15]1[O:19][N:18]=[C:17]([C:20]2[CH:21]=[C:22]([CH:26]=[CH:27][CH:28]=2)[C:23](O)=[O:24])[N:16]=1. (5) Given the product [CH3:10][C:7]1([CH3:11])[C:6]2[CH:12]=[C:2]([CH:18]([OH:22])[CH:19]([CH3:21])[CH3:20])[CH:3]=[CH:4][C:5]=2[O:9][CH2:8]1, predict the reactants needed to synthesize it. The reactants are: Br[C:2]1[CH:3]=[CH:4][C:5]2[O:9][CH2:8][C:7]([CH3:11])([CH3:10])[C:6]=2[CH:12]=1.[Li]CCCC.[CH:18](=[O:22])[CH:19]([CH3:21])[CH3:20].[Cl-].[NH4+]. (6) The reactants are: Cl.O1CCOCC1.[Cl:8][C:9]1[CH:51]=[CH:50][CH:49]=[CH:48][C:10]=1[CH2:11][C:12]1[C:13]([C:37]([N:39]([CH:41]([CH3:47])[CH:42](OC)OC)[CH3:40])=[O:38])=[N:14][N:15](S(N(C)C)(=O)=O)[C:16]=1[N:17]1[CH2:22][CH2:21][CH2:20][C@@H:19]([NH:23]C(=O)OC(C)(C)C)[CH2:18]1.C(=O)([O-])O.[Na+].C(OC(OC(C)(C)C)=O)(OC(C)(C)C)=O. Given the product [ClH:8].[NH2:23][C@@H:19]1[CH2:20][CH2:21][CH2:22][N:17]([C:16]2[C:12]([CH2:11][C:10]3[CH:48]=[CH:49][CH:50]=[CH:51][C:9]=3[Cl:8])=[C:13]3[C:37](=[O:38])[N:39]([CH3:40])[C:41]([CH3:47])=[CH:42][N:14]3[N:15]=2)[CH2:18]1, predict the reactants needed to synthesize it. (7) The reactants are: [CH3:1][O:2][C:3]1[CH:21]=[CH:20][C:19]([O:22][CH3:23])=[CH:18][C:4]=1[C:5]([C:7]1[CH:15]=[CH:14][C:13]([O:16][CH3:17])=[CH:12][C:8]=1[C:9](O)=[O:10])=O.O.[NH2:25][NH2:26]. Given the product [CH3:1][O:2][C:3]1[CH:21]=[CH:20][C:19]([O:22][CH3:23])=[CH:18][C:4]=1[C:5]1[C:7]2[C:8](=[CH:12][C:13]([O:16][CH3:17])=[CH:14][CH:15]=2)[C:9](=[O:10])[NH:26][N:25]=1, predict the reactants needed to synthesize it. (8) The reactants are: [OH-].[Na+].[Cl:3][C:4]1[CH:5]=[C:6]([C:14]2[O:18][N:17]=[C:16]([C:19]3[CH:20]=[CH:21][CH:22]=[C:23]4[C:27]=3[N:26]([CH2:28][CH:29]([CH3:31])[CH3:30])[CH:25]=[C:24]4[CH2:32][CH2:33][C:34]([O:36]CC(C)C)=[O:35])[N:15]=2)[CH:7]=[CH:8][C:9]=1[O:10][CH:11]([CH3:13])[CH3:12].Cl. Given the product [Cl:3][C:4]1[CH:5]=[C:6]([C:14]2[O:18][N:17]=[C:16]([C:19]3[CH:20]=[CH:21][CH:22]=[C:23]4[C:27]=3[N:26]([CH2:28][CH:29]([CH3:30])[CH3:31])[CH:25]=[C:24]4[CH2:32][CH2:33][C:34]([OH:36])=[O:35])[N:15]=2)[CH:7]=[CH:8][C:9]=1[O:10][CH:11]([CH3:12])[CH3:13], predict the reactants needed to synthesize it.